From a dataset of Full USPTO retrosynthesis dataset with 1.9M reactions from patents (1976-2016). Predict the reactants needed to synthesize the given product. (1) Given the product [NH2:38][C:24]1[N:25]=[C:26]([C:28]2[CH:37]=[C:36]3[C:31]([CH2:32][CH2:33][N:34]([C:10]([NH:1][C:2]4[CH:7]=[N:6][C:5]([C:8]#[N:9])=[CH:4][CH:3]=4)=[O:11])[CH2:35]3)=[CH:30][CH:29]=2)[CH:27]=[C:22]([N:19]2[CH2:18][CH2:17][N:16]([CH3:15])[CH2:21][CH2:20]2)[N:23]=1, predict the reactants needed to synthesize it. The reactants are: [NH2:1][C:2]1[CH:3]=[CH:4][C:5]([C:8]#[N:9])=[N:6][CH:7]=1.[C:10](Cl)(Cl)=[O:11].Cl.[CH3:15][N:16]1[CH2:21][CH2:20][N:19]([C:22]2[CH:27]=[C:26]([C:28]3[CH:37]=[C:36]4[C:31]([CH2:32][CH2:33][NH:34][CH2:35]4)=[CH:30][CH:29]=3)[N:25]=[C:24]([NH2:38])[N:23]=2)[CH2:18][CH2:17]1. (2) Given the product [CH3:1][O:2][C:3]([C:5]1[O:6][C:7]([C:11]23[CH2:20][CH:15]4[CH2:16][CH:17]([CH2:19][CH:13]([CH2:14]4)[CH2:12]2)[CH2:18]3)=[CH:8][CH:9]=1)=[O:4], predict the reactants needed to synthesize it. The reactants are: [CH3:1][O:2][C:3]([C:5]1[O:6][CH:7]=[CH:8][CH:9]=1)=[O:4].Br[C:11]12[CH2:20][CH:15]3[CH2:16][CH:17]([CH2:19][CH:13]([CH2:14]3)[CH2:12]1)[CH2:18]2.[Al+3].[Cl-].[Cl-].[Cl-].